This data is from Forward reaction prediction with 1.9M reactions from USPTO patents (1976-2016). The task is: Predict the product of the given reaction. (1) Given the reactants [F:1][CH2:2][CH:3]([N:6]1[CH2:11][CH2:10][CH:9]([CH2:12][OH:13])[CH2:8][CH2:7]1)[CH2:4][F:5].[H-].[Na+].F[C:17]1[CH:22]=[CH:21][C:20]([S:23]([NH2:26])(=[O:25])=[O:24])=[CH:19][C:18]=1[N+:27]([O-:29])=[O:28].O, predict the reaction product. The product is: [F:5][CH2:4][CH:3]([N:6]1[CH2:11][CH2:10][CH:9]([CH2:12][O:13][C:17]2[CH:22]=[CH:21][C:20]([S:23]([NH2:26])(=[O:25])=[O:24])=[CH:19][C:18]=2[N+:27]([O-:29])=[O:28])[CH2:8][CH2:7]1)[CH2:2][F:1]. (2) Given the reactants [CH2:1]([CH:3]1[C:11]2[C:6](=[CH:7][CH:8]=[CH:9][CH:10]=2)[NH:5][C:4]1=[O:12])[CH3:2].Br[CH2:14][CH2:15][CH2:16][Cl:17], predict the reaction product. The product is: [Cl:17][CH2:16][CH2:15][CH2:14][C:3]1([CH2:1][CH3:2])[C:11]2[C:6](=[CH:7][CH:8]=[CH:9][CH:10]=2)[NH:5][C:4]1=[O:12]. (3) Given the reactants [F:1][C:2]1[N:7]=[C:6]([NH2:8])[CH:5]=[C:4]([CH2:9][S:10][CH3:11])[CH:3]=1.Cl[C:13]1[CH:18]=[C:17]([C:19]2[C:27]3[O:26][CH:25]=[CH:24][C:23]=3[C:22]([F:28])=[CH:21][CH:20]=2)[C:16]([F:29])=[CH:15][N:14]=1.C1(P(C2CCCCC2)C2C=CC=CC=2C2C(C(C)C)=CC(C(C)C)=CC=2C(C)C)CCCCC1.P([O-])([O-])([O-])=O.[K+].[K+].[K+], predict the reaction product. The product is: [F:29][C:16]1[C:17]([C:19]2[C:27]3[O:26][CH:25]=[CH:24][C:23]=3[C:22]([F:28])=[CH:21][CH:20]=2)=[CH:18][C:13]([NH:8][C:6]2[CH:5]=[C:4]([CH2:9][S:10][CH3:11])[CH:3]=[C:2]([F:1])[N:7]=2)=[N:14][CH:15]=1. (4) Given the reactants [CH2:1]([C:4]1[CH:9]=[C:8]([O:10][CH2:11][C:12]2[CH:17]=[CH:16][CH:15]=[CH:14][CH:13]=2)[CH:7]=[CH:6][C:5]=1[OH:18])[CH:2]=[CH2:3].[H-].[Na+].Br[C:22]([CH3:29])([CH3:28])[C:23]([O:25][CH2:26][CH3:27])=[O:24], predict the reaction product. The product is: [CH2:26]([O:25][C:23](=[O:24])[C:22]([O:18][C:5]1[CH:6]=[CH:7][C:8]([O:10][CH2:11][C:12]2[CH:17]=[CH:16][CH:15]=[CH:14][CH:13]=2)=[CH:9][C:4]=1[CH2:1][CH:2]=[CH2:3])([CH3:29])[CH3:28])[CH3:27]. (5) Given the reactants [CH2:1]([C:3]1[CH:4]=[C:5]([CH2:28]O)[S:6][C:7]=1[C:8]1[N:12]=[C:11]([C:13]2[CH:18]=[CH:17][C:16]([O:19][C:20]3[CH:25]=[CH:24][CH:23]=[CH:22][C:21]=3[O:26][CH3:27])=[CH:15][CH:14]=2)[O:10][N:9]=1)[CH3:2].C(Br)(Br)(Br)Br.C1(P(C2C=CC=CC=2)C2C=CC=CC=2)C=CC=CC=1.Cl.[NH:55]1[CH2:58][CH:57]([C:59]([O:61][CH3:62])=[O:60])[CH2:56]1.C(N(CC)C(C)C)(C)C, predict the reaction product. The product is: [CH2:1]([C:3]1[CH:4]=[C:5]([CH2:28][N:55]2[CH2:58][CH:57]([C:59]([O:61][CH3:62])=[O:60])[CH2:56]2)[S:6][C:7]=1[C:8]1[N:12]=[C:11]([C:13]2[CH:14]=[CH:15][C:16]([O:19][C:20]3[CH:25]=[CH:24][CH:23]=[CH:22][C:21]=3[O:26][CH3:27])=[CH:17][CH:18]=2)[O:10][N:9]=1)[CH3:2]. (6) Given the reactants C[O:2][C:3]([CH:5]1[CH2:9][CH:8]([NH:10][C:11]([C:13]2[CH:14]=[N:15][CH:16]=[CH:17][C:18]=2[NH:19][C:20]2[C:25]([O:26][CH3:27])=[CH:24][N:23]=[C:22]([C:28]3[CH:33]=[C:32]([Cl:34])[CH:31]=[CH:30][C:29]=3[F:35])[N:21]=2)=[O:12])[CH2:7][N:6]1[C:36]([O:38][C:39]([CH3:42])([CH3:41])[CH3:40])=[O:37])=[O:4].Cl, predict the reaction product. The product is: [C:39]([O:38][C:36]([N:6]1[CH2:7][CH:8]([NH:10][C:11]([C:13]2[CH:14]=[N:15][CH:16]=[CH:17][C:18]=2[NH:19][C:20]2[C:25]([O:26][CH3:27])=[CH:24][N:23]=[C:22]([C:28]3[CH:33]=[C:32]([Cl:34])[CH:31]=[CH:30][C:29]=3[F:35])[N:21]=2)=[O:12])[CH2:9][CH:5]1[C:3]([OH:4])=[O:2])=[O:37])([CH3:42])([CH3:40])[CH3:41]. (7) The product is: [CH3:1][N:2]1[CH:6]=[C:5]2[C:4]([C:24](=[O:31])[NH:25][CH2:26][CH2:27][CH:28]=[CH:29][CH2:23][CH2:22][CH2:21][N:19]3[CH:20]=[C:16]([C:12]4[N:11]=[C:10]([C:8](=[O:9])[NH:7]2)[CH:15]=[CH:14][CH:13]=4)[CH:17]=[N:18]3)=[N:3]1. Given the reactants [CH3:1][N:2]1[CH:6]=[C:5]([NH:7][C:8]([C:10]2[CH:15]=[CH:14][CH:13]=[C:12]([C:16]3[CH:17]=[N:18][N:19]([CH2:21][CH:22]=[CH2:23])[CH:20]=3)[N:11]=2)=[O:9])[C:4]([C:24](=[O:31])[NH:25][CH2:26][CH2:27][CH2:28][CH:29]=C)=[N:3]1.C(NC(C1C(NC(C2C=CC=C(C3C=NN(CCCC=C)C=3)N=2)=O)=CN(C)N=1)=O)CC=C, predict the reaction product. (8) Given the reactants [OH-].[K+].C[C:4]1(C)C=C[C:11]2[C:6](=[CH:7][CH:8]=[C:9]([C:14](=[O:16])C)[CH:10]=2)[O:5]1.[CH2:18]([OH:20])C, predict the reaction product. The product is: [CH3:18][O:20][C:11]1[CH:10]=[C:9]([CH:8]=[CH:7][C:6]=1[O:5][CH3:4])[CH:14]=[O:16]. (9) Given the reactants [CH3:1][N:2]1[CH:6]=[C:5]([C:7]2[CH:12]=[CH:11][CH:10]=[CH:9][CH:8]=2)[N:4]=[C:3]1[CH:13]=[O:14].C(O)C.[BH4-].[Na+].O, predict the reaction product. The product is: [CH3:1][N:2]1[CH:6]=[C:5]([C:7]2[CH:12]=[CH:11][CH:10]=[CH:9][CH:8]=2)[N:4]=[C:3]1[CH2:13][OH:14]. (10) Given the reactants [NH2:1][C:2]1[CH:7]=[C:6]([C:8]2[CH:13]=[CH:12][N:11]=[CH:10][CH:9]=2)[N:5]=[C:4]([SH:14])[N:3]=1.O1C=CC=[C:16]1C1N=C(SC)N=C(N)C=1, predict the reaction product. The product is: [CH3:16][S:14][C:4]1[N:3]=[C:2]([NH2:1])[CH:7]=[C:6]([C:8]2[CH:9]=[CH:10][N:11]=[CH:12][CH:13]=2)[N:5]=1.